Dataset: Reaction yield outcomes from USPTO patents with 853,638 reactions. Task: Predict the reaction yield, written as a fraction of the theoretical maximum amount of product (1.0 means a 100% yield; for example, 0.34 means a 34% yield). The reactants are C([O-])([O-])=O.[Na+].[Na+].CC1(C)C(C)(C)OB([C:15]2[CH2:20][CH2:19][N:18]([C:21]([O:23][C:24]([CH3:27])([CH3:26])[CH3:25])=[O:22])[CH2:17][CH:16]=2)O1.[NH2:29][C:30]1[C:35]([N+:36]([O-:38])=[O:37])=[C:34](Br)[CH:33]=[CH:32][N:31]=1. The catalyst is O1CCOCC1.Cl[Pd](Cl)([P](C1C=CC=CC=1)(C1C=CC=CC=1)C1C=CC=CC=1)[P](C1C=CC=CC=1)(C1C=CC=CC=1)C1C=CC=CC=1. The product is [NH2:29][C:30]1[C:35]([N+:36]([O-:38])=[O:37])=[C:34]([C:15]2[CH2:20][CH2:19][N:18]([C:21]([O:23][C:24]([CH3:25])([CH3:26])[CH3:27])=[O:22])[CH2:17][CH:16]=2)[CH:33]=[CH:32][N:31]=1. The yield is 0.790.